From a dataset of Forward reaction prediction with 1.9M reactions from USPTO patents (1976-2016). Predict the product of the given reaction. (1) Given the reactants [CH3:1][C:2]1[O:3][C:4]([CH2:8][OH:9])=[C:5]([CH3:7])[N:6]=1.Br[C:11]1[O:12][C:13]2[CH:19]=[CH:18][C:17]([CH2:20][C:21]([O:23][CH3:24])=[O:22])=[CH:16][C:14]=2[CH:15]=1.C(OCC#N)(C)C, predict the reaction product. The product is: [CH3:1][C:2]1[O:3][C:4]([CH:8]([OH:9])[C:11]2[O:12][C:13]3[CH:19]=[CH:18][C:17]([CH2:20][C:21]([O:23][CH3:24])=[O:22])=[CH:16][C:14]=3[CH:15]=2)=[C:5]([CH3:7])[N:6]=1. (2) Given the reactants [NH2:1][C:2]1[C:10]2[C:5](=[N:6][C:7]([C:11]3[CH:12]=[C:13]([CH:20]=[CH:21][C:22]=3[CH3:23])[C:14]([NH:16][CH:17]3[CH2:19][CH2:18]3)=[O:15])=[CH:8][CH:9]=2)[NH:4][N:3]=1.[C:24]1([CH3:33])[CH:29]=[CH:28][C:27]([C:30](Cl)=[O:31])=[CH:26][CH:25]=1, predict the reaction product. The product is: [CH:17]1([NH:16][C:14](=[O:15])[C:13]2[CH:20]=[CH:21][C:22]([CH3:23])=[C:11]([C:7]3[N:6]=[C:5]4[NH:4][N:3]=[C:2]([NH:1][C:30]([C:27]5[CH:28]=[CH:29][C:24]([CH3:33])=[CH:25][CH:26]=5)=[O:31])[C:10]4=[CH:9][CH:8]=3)[CH:12]=2)[CH2:18][CH2:19]1. (3) Given the reactants [CH3:1][O:2][C:3]1[CH:8]=[CH:7][N:6]2[N:9]=[C:10]([C:19]3[CH:24]=[CH:23][CH:22]=[CH:21][CH:20]=3)[C:11]([C:12]3[CH:13]=[CH:14][C:15](=[O:18])[NH:16][N:17]=3)=[C:5]2[CH:4]=1.[H-].[Na+].[CH:27](I)([CH3:29])[CH3:28], predict the reaction product. The product is: [CH3:1][O:2][C:3]1[CH:8]=[CH:7][N:6]2[N:9]=[C:10]([C:19]3[CH:24]=[CH:23][CH:22]=[CH:21][CH:20]=3)[C:11]([C:12]3[CH:13]=[CH:14][C:15](=[O:18])[N:16]([CH:27]([CH3:29])[CH3:28])[N:17]=3)=[C:5]2[CH:4]=1. (4) Given the reactants [CH3:1][C:2]1[NH:3][CH:4]=[CH:5][N:6]=1.[OH-].[Na+].Cl.Cl[CH:11]([CH3:14])[CH2:12][NH2:13].O, predict the reaction product. The product is: [CH3:1][C:2]1[N:3]([CH2:14][CH2:11][CH2:12][NH2:13])[CH:4]=[CH:5][N:6]=1.